From a dataset of Full USPTO retrosynthesis dataset with 1.9M reactions from patents (1976-2016). Predict the reactants needed to synthesize the given product. (1) Given the product [Cl:24][C:25]1[N:29]=[CH:28][N:27]([C:30]2[CH:36]=[CH:35][C:33]([NH:34][C:2]3[N:3]=[C:4]([N:18]4[CH2:19][C:20]([F:23])([F:22])[CH2:21]4)[C:5]4[CH2:10][CH2:9][CH:8]([C:11]5[CH:16]=[CH:15][C:14]([F:17])=[CH:13][CH:12]=5)[C:6]=4[N:7]=3)=[CH:32][C:31]=2[O:37][CH3:38])[N:26]=1, predict the reactants needed to synthesize it. The reactants are: Cl[C:2]1[N:3]=[C:4]([N:18]2[CH2:21][C:20]([F:23])([F:22])[CH2:19]2)[C:5]2[CH2:10][CH2:9][CH:8]([C:11]3[CH:16]=[CH:15][C:14]([F:17])=[CH:13][CH:12]=3)[C:6]=2[N:7]=1.[Cl:24][C:25]1[N:29]=[CH:28][N:27]([C:30]2[CH:36]=[CH:35][C:33]([NH2:34])=[CH:32][C:31]=2[O:37][CH3:38])[N:26]=1.C(O)(=O)C. (2) Given the product [N:26]1[NH:25][N:24]=[N:23][C:22]=1[C:19]1[CH:20]=[C:21]2[C:16](=[CH:17][CH:18]=1)[NH:15][N:14]=[C:13]2[C:9]1[CH:8]=[C:7]([NH:6][C:4](=[O:5])[CH2:3][O:2][CH3:1])[CH:12]=[CH:11][CH:10]=1, predict the reactants needed to synthesize it. The reactants are: [CH3:1][O:2][CH2:3][C:4]([NH:6][C:7]1[CH:12]=[CH:11][CH:10]=[C:9]([C:13]2[C:21]3[C:16](=[CH:17][CH:18]=[C:19]([C:22]4[N:23]=[N:24][N:25](C(C5C=CC=CC=5)(C5C=CC=CC=5)C5C=CC=CC=5)[N:26]=4)[CH:20]=3)[N:15](C3CCCCO3)[N:14]=2)[CH:8]=1)=[O:5].[N:26]1[NH:25][N:24]=[N:23][C:22]=1[C:19]1[CH:20]=[C:21]2[C:16](=[CH:17][CH:18]=1)[NH:15][N:14]=[C:13]2[C:9]1[CH:8]=[C:7]([NH:6][C:4](=[O:5])[CH2:3][O:2][CH3:1])[CH:12]=[CH:11][CH:10]=1.[OH-].[Na+]. (3) Given the product [CH2:9]([N:12]([CH2:13][CH:14]=[CH2:15])[C:2]1[CH:7]=[N:6][C:5]([Br:8])=[CH:4][N:3]=1)[CH:10]=[CH2:11], predict the reactants needed to synthesize it. The reactants are: Br[C:2]1[CH:7]=[N:6][C:5]([Br:8])=[CH:4][N:3]=1.[CH2:9]([NH:12][CH2:13][CH:14]=[CH2:15])[CH:10]=[CH2:11].